This data is from Forward reaction prediction with 1.9M reactions from USPTO patents (1976-2016). The task is: Predict the product of the given reaction. (1) Given the reactants [CH2:1]1[C:9]2[C:4](=[CH:5][CH:6]=[CH:7][CH:8]=2)[CH2:3][C:2]1=O.[NH2:11][C:12]1[CH:17]=[CH:16][CH:15]=[CH:14][CH:13]=1.CC(O)=O.[BH-](OC(C)=O)(OC(C)=O)OC(C)=O.[Na+], predict the reaction product. The product is: [CH2:1]1[C:9]2[C:4](=[CH:5][CH:6]=[CH:7][CH:8]=2)[CH2:3][CH:2]1[NH:11][C:12]1[CH:17]=[CH:16][CH:15]=[CH:14][CH:13]=1. (2) Given the reactants [C:1]1([C:7]([C:18]2[CH:23]=[CH:22][CH:21]=[CH:20][CH:19]=2)([C:12]2[CH:17]=[CH:16][CH:15]=[CH:14][CH:13]=2)[CH2:8][CH2:9][CH2:10]O)[CH:6]=[CH:5][CH:4]=[CH:3][CH:2]=1.C(N(CC)CC)C.[C:31](Cl)(=[O:34])[CH:32]=[CH2:33].C1C[O:39]CC1, predict the reaction product. The product is: [C:31]([O:34][CH:8]([C:7]([C:1]1[CH:6]=[CH:5][CH:4]=[CH:3][CH:2]=1)([C:12]1[CH:13]=[CH:14][CH:15]=[CH:16][CH:17]=1)[C:18]1[CH:23]=[CH:22][CH:21]=[CH:20][CH:19]=1)[CH2:9][CH3:10])(=[O:39])[CH:32]=[CH2:33]. (3) Given the reactants C(O[C:4](=[C:11]1[C:19]2[C:14](=[CH:15][CH:16]=[C:17]([N+:20]([O-:22])=[O:21])[CH:18]=2)[NH:13][C:12]1=[O:23])[C:5]1[CH:10]=[CH:9][CH:8]=[CH:7][CH:6]=1)C.[C:24]([O:28][C:29]([NH:31][C@@H:32]([C:34]1[CH:40]=[CH:39][C:37]([NH2:38])=[CH:36][CH:35]=1)[CH3:33])=[O:30])([CH3:27])([CH3:26])[CH3:25], predict the reaction product. The product is: [C:24]([O:28][C:29]([NH:31][C@@H:32]([C:34]1[CH:40]=[CH:39][C:37]([NH:38]/[C:4](=[C:11]2\[C:12](=[O:23])[NH:13][C:14]3[C:19]\2=[CH:18][C:17]([N+:20]([O-:22])=[O:21])=[CH:16][CH:15]=3)/[C:5]2[CH:10]=[CH:9][CH:8]=[CH:7][CH:6]=2)=[CH:36][CH:35]=1)[CH3:33])=[O:30])([CH3:25])([CH3:26])[CH3:27]. (4) Given the reactants [CH3:1][O:2][C:3](=[O:27])[C:4]1[CH:9]=[C:8]([N:10]2[CH2:14][CH2:13][CH2:12][C:11]2=[O:15])[CH:7]=[C:6]([NH:16][C:17]([O:19][CH2:20][C:21]2[CH:26]=[CH:25][CH:24]=[CH:23][CH:22]=2)=[O:18])[CH:5]=1.[CH2:28](Br)[CH:29]=[CH2:30].C(=O)([O-])[O-].[K+].[K+], predict the reaction product. The product is: [CH3:1][O:2][C:3](=[O:27])[C:4]1[CH:9]=[C:8]([N:10]2[CH2:14][CH2:13][CH2:12][C:11]2=[O:15])[CH:7]=[C:6]([N:16]([CH2:30][CH:29]=[CH2:28])[C:17]([O:19][CH2:20][C:21]2[CH:26]=[CH:25][CH:24]=[CH:23][CH:22]=2)=[O:18])[CH:5]=1. (5) Given the reactants [CH2:1]([NH:8][C:9]1[CH:14]=[C:13]([NH:15][C:16]2[CH:21]=[CH:20][C:19]([N:22]3[CH2:27][CH2:26][CH:25]([C:28](OCC)=[O:29])[CH2:24][CH2:23]3)=[CH:18][CH:17]=2)[N:12]=[CH:11][C:10]=1[CH2:33][C:34]([NH2:36])=[O:35])[C:2]1[CH:7]=[CH:6][CH:5]=[CH:4][CH:3]=1.[CH2:37]([CH2:39][NH2:40])[OH:38], predict the reaction product. The product is: [CH2:1]([NH:8][C:9]1[CH:14]=[C:13]([NH:15][C:16]2[CH:21]=[CH:20][C:19]([N:22]3[CH2:23][CH2:24][CH:25]([C:28](=[O:29])[NH:40][CH2:39][CH2:37][OH:38])[CH2:26][CH2:27]3)=[CH:18][CH:17]=2)[N:12]=[CH:11][C:10]=1[CH2:33][C:34]([NH2:36])=[O:35])[C:2]1[CH:7]=[CH:6][CH:5]=[CH:4][CH:3]=1. (6) Given the reactants [NH2:1][C:2]1[NH:3][C:4]2[CH:10]=[CH:9][CH:8]=[CH:7][C:5]=2[N:6]=1.[H-].[Na+].Cl[C:14]1[N:19]=[C:18]([N:20]2[CH2:25][CH2:24][O:23][CH2:22][CH2:21]2)[N:17]=[C:16]([N:26]2[CH2:31][CH2:30][O:29][CH2:28][CH2:27]2)[N:15]=1.O, predict the reaction product. The product is: [NH2:1][C:2]1[N:6]([C:14]2[N:19]=[C:18]([N:20]3[CH2:21][CH2:22][O:23][CH2:24][CH2:25]3)[N:17]=[C:16]([N:26]3[CH2:27][CH2:28][O:29][CH2:30][CH2:31]3)[N:15]=2)[C:5]2[CH:7]=[CH:8][CH:9]=[CH:10][C:4]=2[N:3]=1.